From a dataset of Forward reaction prediction with 1.9M reactions from USPTO patents (1976-2016). Predict the product of the given reaction. Given the reactants [OH:1][C:2]1([CH2:15][CH:16]=O)[CH2:14][CH2:13][C:5]2([O:10][CH2:9][C:8]([CH3:12])([CH3:11])[CH2:7][O:6]2)[CH2:4][CH2:3]1.[F:18][C:19]1[CH:24]=[CH:23][C:22]([C@@H:25]([NH2:27])[CH3:26])=[CH:21][CH:20]=1, predict the reaction product. The product is: [F:18][C:19]1[CH:24]=[CH:23][C:22]([C@@H:25]([NH:27][CH2:16][CH2:15][C:2]2([OH:1])[CH2:3][CH2:4][C:5]3([O:10][CH2:9][C:8]([CH3:12])([CH3:11])[CH2:7][O:6]3)[CH2:13][CH2:14]2)[CH3:26])=[CH:21][CH:20]=1.